From a dataset of Reaction yield outcomes from USPTO patents with 853,638 reactions. Predict the reaction yield, written as a fraction of the theoretical maximum amount of product (1.0 means a 100% yield; for example, 0.34 means a 34% yield). The reactants are [Cl:1][C:2]1[C:3]([F:19])=[C:4]([N:8]2[C:12]([CH3:13])=[C:11]([C:14]([O:16][CH2:17][CH3:18])=[O:15])[N:10]=[CH:9]2)[CH:5]=[CH:6][CH:7]=1.[CH3:20][C:21]1[N:22]=[CH:23][NH:24][C:25]=1[C:26]([O:28][CH2:29][CH3:30])=[O:27].ClC1C(F)=C(B(O)O)C=CC=1. The catalyst is CO.C(Cl)Cl. The product is [Cl:1][C:2]1[C:3]([F:19])=[C:4]([N:24]2[C:25]([C:26]([O:28][CH2:29][CH3:30])=[O:27])=[C:21]([CH3:20])[N:22]=[CH:23]2)[CH:5]=[CH:6][CH:7]=1.[Cl:1][C:2]1[C:3]([F:19])=[C:4]([N:8]2[C:12]([CH3:13])=[C:11]([C:14]([O:16][CH2:17][CH3:18])=[O:15])[N:10]=[CH:9]2)[CH:5]=[CH:6][CH:7]=1. The yield is 0.0200.